Dataset: Merck oncology drug combination screen with 23,052 pairs across 39 cell lines. Task: Regression. Given two drug SMILES strings and cell line genomic features, predict the synergy score measuring deviation from expected non-interaction effect. Drug 1: CC(=O)OC1C(=O)C2(C)C(O)CC3OCC3(OC(C)=O)C2C(OC(=O)c2ccccc2)C2(O)CC(OC(=O)C(O)C(NC(=O)c3ccccc3)c3ccccc3)C(C)=C1C2(C)C. Drug 2: NC(=O)c1cccc2cn(-c3ccc(C4CCCNC4)cc3)nc12. Cell line: T47D. Synergy scores: synergy=-95.1.